From a dataset of Full USPTO retrosynthesis dataset with 1.9M reactions from patents (1976-2016). Predict the reactants needed to synthesize the given product. (1) Given the product [C:22]([C:21]1[C:20]([N+:17]([O-:19])=[O:18])=[CH:27][CH:26]=[CH:25][C:24]=1[O:34][CH2:33][C:6]1([C:9]([NH:11][CH:12]([CH3:13])[CH3:14])=[O:10])[CH2:5][CH2:4][CH2:3][CH2:8][CH2:7]1)#[N:23], predict the reactants needed to synthesize it. The reactants are: OC[CH:3]1[CH2:8][CH2:7][CH:6]([C:9]([NH:11][CH:12]([CH3:14])[CH3:13])=[O:10])[CH2:5][CH2:4]1.[H-].[Na+].[N+:17]([C:20]1[CH:27]=[CH:26][CH:25]=[C:24]([N+]([O-])=O)[C:21]=1[C:22]#[N:23])([O-:19])=[O:18].C1C[O:34][CH2:33]C1. (2) Given the product [C:1]([N:8]1[CH2:9][CH:10]([CH2:12][O:13][S:15]([CH3:14])(=[O:17])=[O:16])[CH2:11]1)([O:3][C:4]([CH3:7])([CH3:6])[CH3:5])=[O:2], predict the reactants needed to synthesize it. The reactants are: [C:1]([N:8]1[CH2:11][CH:10]([CH2:12][OH:13])[CH2:9]1)([O:3][C:4]([CH3:7])([CH3:6])[CH3:5])=[O:2].[CH3:14][S:15](Cl)(=[O:17])=[O:16]. (3) Given the product [F:14][C:15]1[CH:16]=[C:17]([S:21][CH2:25][CH2:26][CH2:27][C:28]([OH:30])=[O:29])[CH:18]=[CH:19][CH:20]=1, predict the reactants needed to synthesize it. The reactants are: ClC1C=CC(Cl)=CC=1SCC(O)=O.[F:14][C:15]1[CH:16]=[C:17]([SH:21])[CH:18]=[CH:19][CH:20]=1.[OH-].[K+].Br[CH2:25][CH2:26][CH2:27][C:28]([O:30]CC)=[O:29]. (4) Given the product [CH2:12]([O:11][C:9](=[O:10])[C:7]1[CH:8]=[C:3]([C:1]#[N:2])[C:4]([N:16]2[CH2:19][CH:18]([C:20](=[O:21])[NH:34][S:31]([CH2:30][C:25]3[CH:26]=[CH:27][CH:28]=[CH:29][C:24]=3[Cl:23])(=[O:33])=[O:32])[CH2:17]2)=[N:5][C:6]=1[O:14][CH3:15])[CH3:13], predict the reactants needed to synthesize it. The reactants are: [C:1]([C:3]1[C:4]([N:16]2[CH2:19][CH:18]([C:20](O)=[O:21])[CH2:17]2)=[N:5][C:6]([O:14][CH3:15])=[C:7]([C:9]([O:11][CH2:12][CH3:13])=[O:10])[CH:8]=1)#[N:2].[Cl:23][C:24]1[CH:29]=[CH:28][CH:27]=[CH:26][C:25]=1[CH2:30][S:31]([NH2:34])(=[O:33])=[O:32]. (5) Given the product [NH2:1][C:2]1[S:3][C:4]([C:17]2[CH:22]=[CH:21][CH:20]=[C:19]([F:23])[CH:18]=2)=[C:5]([C:7]([N:9]2[CH2:14][C@H:13]3[C@H:11]([CH2:12]3)[C@H:10]2[CH2:15][NH:16][C:33]([C:30]2[S:31][CH:32]=[C:25]3[C:26]=2[O:27][CH2:28][CH2:29][O:24]3)=[O:34])=[O:8])[N:6]=1, predict the reactants needed to synthesize it. The reactants are: [NH2:1][C:2]1[S:3][C:4]([C:17]2[CH:22]=[CH:21][CH:20]=[C:19]([F:23])[CH:18]=2)=[C:5]([C:7]([N:9]2[CH2:14][C@H:13]3[C@H:11]([CH2:12]3)[C@H:10]2[CH2:15][NH2:16])=[O:8])[N:6]=1.[O:24]1[CH2:29][CH2:28][O:27][C:26]2=[C:30]([C:33](O)=[O:34])[S:31][CH:32]=[C:25]12. (6) Given the product [Br:1][C:2]1[CH:7]=[C:6]([CH2:8][C:12]#[N:13])[CH:5]=[N:4][C:3]=1[O:10][CH3:11], predict the reactants needed to synthesize it. The reactants are: [Br:1][C:2]1[C:3]([O:10][CH3:11])=[N:4][CH:5]=[C:6]([CH2:8]Br)[CH:7]=1.[C-:12]#[N:13].[Na+].C(Cl)Cl.C([O-])(O)=O.[Na+].